Predict the reactants needed to synthesize the given product. From a dataset of Full USPTO retrosynthesis dataset with 1.9M reactions from patents (1976-2016). (1) Given the product [N+:16]([C:19]1[CH:26]=[CH:25][C:22]([CH2:23][CH:2]([C:3]([O:5][CH:6]([CH3:7])[CH3:8])=[O:4])[C:1]([O:10][CH:11]([CH3:13])[CH3:12])=[O:9])=[CH:21][CH:20]=1)([O-:18])=[O:17], predict the reactants needed to synthesize it. The reactants are: [C:1]([O:10][CH:11]([CH3:13])[CH3:12])(=[O:9])[CH2:2][C:3]([O:5][CH:6]([CH3:8])[CH3:7])=[O:4].[H-].[Na+].[N+:16]([C:19]1[CH:26]=[CH:25][C:22]([CH2:23]Br)=[CH:21][CH:20]=1)([O-:18])=[O:17]. (2) Given the product [CH3:24][O:18][C:17](=[O:19])[CH2:16][CH2:15][CH2:14][CH2:13][CH2:12][NH:11][C:9]([O:8][CH2:1][C:2]1[CH:3]=[CH:4][CH:5]=[CH:6][CH:7]=1)=[O:10], predict the reactants needed to synthesize it. The reactants are: [CH2:1]([O:8][C:9]([NH:11][CH2:12][CH2:13][CH2:14][CH2:15][CH2:16][C:17]([OH:19])=[O:18])=[O:10])[C:2]1[CH:7]=[CH:6][CH:5]=[CH:4][CH:3]=1.S(Cl)(Cl)=O.[CH3:24]O.